Dataset: Full USPTO retrosynthesis dataset with 1.9M reactions from patents (1976-2016). Task: Predict the reactants needed to synthesize the given product. Given the product [OH:17][C:4]1[C:3]([NH:2][N:18]=[C:34]2[C:35](=[O:36])[N:31]([C:27]3[CH:26]=[C:25]4[C:30](=[CH:29][CH:28]=3)[CH2:22][CH2:23][CH2:24]4)[N:32]=[C:33]2[CH3:37])=[CH:8][CH:7]=[CH:6][C:5]=1[C:9]1[CH:10]=[C:11]([C:14]([OH:16])=[O:15])[O:12][CH:13]=1, predict the reactants needed to synthesize it. The reactants are: Br.[NH2:2][C:3]1[C:4]([OH:17])=[C:5]([C:9]2[CH:10]=[C:11]([C:14]([OH:16])=[O:15])[O:12][CH:13]=2)[CH:6]=[CH:7][CH:8]=1.[N:18]([O-])=O.[Na+].[CH2:22]1[C:30]2[C:25](=[CH:26][C:27]([N:31]3[C:35](=[O:36])[CH2:34][C:33]([CH3:37])=[N:32]3)=[CH:28][CH:29]=2)[CH2:24][CH2:23]1.C(=O)(O)[O-].[Na+].